Dataset: Merck oncology drug combination screen with 23,052 pairs across 39 cell lines. Task: Regression. Given two drug SMILES strings and cell line genomic features, predict the synergy score measuring deviation from expected non-interaction effect. Drug 1: N.N.O=C(O)C1(C(=O)O)CCC1.[Pt]. Drug 2: CNC(=O)c1cc(Oc2ccc(NC(=O)Nc3ccc(Cl)c(C(F)(F)F)c3)cc2)ccn1. Cell line: NCIH2122. Synergy scores: synergy=-13.3.